Dataset: Full USPTO retrosynthesis dataset with 1.9M reactions from patents (1976-2016). Task: Predict the reactants needed to synthesize the given product. (1) The reactants are: [F:1][C:2]1[CH:3]=[CH:4][C:5]([NH:8][NH:9][C:10](=O)[CH2:11][CH2:12][N:13]2[CH2:18][CH2:17][N:16]([CH3:19])[CH2:15][CH2:14]2)=[N:6][CH:7]=1.C1(P(C2C=CC=CC=2)C2C=CC=CC=2)C=CC=CC=1.C(N(CC)CC)C.ClC(Cl)(Cl)C(Cl)(Cl)Cl. Given the product [F:1][C:2]1[CH:3]=[CH:4][C:5]2[N:6]([C:10]([CH2:11][CH2:12][N:13]3[CH2:18][CH2:17][N:16]([CH3:19])[CH2:15][CH2:14]3)=[N:9][N:8]=2)[CH:7]=1, predict the reactants needed to synthesize it. (2) Given the product [C:37]([O:36][C:34]([N:31]1[CH:32]=[CH:33][C:29]([C:2]2[CH:3]=[CH:4][N:5]3[C:10]([C:11]=2[CH3:12])=[C:9]([CH:13]2[CH2:15][CH2:14]2)[CH:8]=[C:7]([C:16]([O:18][CH3:19])=[O:17])[C:6]3=[O:20])=[CH:30]1)=[O:35])([CH3:40])([CH3:38])[CH3:39], predict the reactants needed to synthesize it. The reactants are: Cl[C:2]1[CH:3]=[CH:4][N:5]2[C:10]([C:11]=1[CH3:12])=[C:9]([CH:13]1[CH2:15][CH2:14]1)[CH:8]=[C:7]([C:16]([O:18][CH3:19])=[O:17])[C:6]2=[O:20].CC1(C)C(C)(C)OB([C:29]2[CH:33]=[CH:32][N:31]([C:34]([O:36][C:37]([CH3:40])([CH3:39])[CH3:38])=[O:35])[CH:30]=2)O1.